Dataset: Experimentally validated miRNA-target interactions with 360,000+ pairs, plus equal number of negative samples. Task: Binary Classification. Given a miRNA mature sequence and a target amino acid sequence, predict their likelihood of interaction. (1) The miRNA is hsa-miR-4659b-5p with sequence UUGCCAUGUCUAAGAAGAA. The protein sequence of the target gene is MLSEVLLVSAPGKVILHGEHAVVHGKVALAVSLNLRTFLRLQPHSNGKVDLSLPNIGIKRAWDVARLQSLDTSFLEQGDVTTPTSEQVEKLKEVAGLPDDCAVTERLAVLAFLYLYLSICRKQRALPSLDIVVWSELPPGAGLGSSAAYSVCLAAALLTVCEEIPNPLKDGDCVNRWTKEDLELINKWAFQGERMIHGNPSGVDNAVSTWGGALRYHQGKISSLKRSPALQILLTNTKVPRNTRALVAGVRNRLLKFPEIVAPLLTSIDAISLECERVLGEMGEAPAPEQYLVLEELIDM.... Result: 1 (interaction). (2) The miRNA is hsa-miR-4724-5p with sequence AACUGAACCAGGAGUGAGCUUCG. The protein sequence of the target gene is MSNLKMKEAALIYLDRSGGLQKFIDDCKYYNDSKQSYAVYRFKILINPSDVVELDAELGNHILHQPLKAAEVFQSVCFIAVKTLSLIGQLQTETQINIVLKLTHLPPLPSYGLDLCEFPLDYTSQRFYMMQGIVIAMTTITKYTQGARFLCSDEACPLSKGFQYIRVHVPGATESATIRNDFLCNLCASSLQEDRKFRVLGDKQIVEIIATKALRAFQGYSNNQPFRFQSLTIFLRDESVNKMNIGNEYKIIGIPTCVKTSQTAVCIEANSITFCNSKVPSGISDNFRCLLSLTSSSCWK.... Result: 1 (interaction). (3) The miRNA is hsa-miR-627-3p with sequence UCUUUUCUUUGAGACUCACU. The protein sequence of the target gene is MFSCFCFSLQDNSFSSTTVTECDEDPVSLHEDQTDCSSLRDENNKENYPDAGALVEEHAPPSWEPQQQNVEATVLVDSVLRPSMGNFKSRKPKSIFKAESGRSHGESQETEHVVSSQSECQVRAGTPAHESPQNNAFKCQETVRLQPRIDQRTAISPKDAFETRQDLNEEEAAQVHGVKDPAPASTQSVLADGTDSADPSPVHKDGQNEADSAPEDLHSVGTSRLLYHITDGDNPLLSPRCSIFSQSQRFNLDPESAPSPPSTQQFMMPRSSSRCSCGDGKEPQTITQLTKHIQSLKRKI.... Result: 1 (interaction). (4) The miRNA is mmu-miR-1298-5p with sequence UUCAUUCGGCUGUCCAGAUGUA. The protein sequence of the target gene is MAIHKALVMCLGLPLFLFPGAWAQGHVPPGCSQGLNPLYYNLCDRSGAWGIVLEAVAGAGIVTTFVLTIILVASLPFVQDTKKRSLLGTQVFFLLGTLGLFCLVFACVVKPDFSTCASRRFLFGVLFAICFSCLAAHVFALNFLARKNHGPRGWVIFTVALLLTLVEVIINTEWLIITLVRGSGEGGPQGNSSAGWAVASPCAIANMDFVMALIYVMLLLLGAFLGAWPALCGRYKRWRKHGVFVLLTTATSVAIWVVWIVMYTYGNKQHNSPTWDDPTLAIALAANAWAFVLFYVIPEV.... Result: 0 (no interaction).